From a dataset of Catalyst prediction with 721,799 reactions and 888 catalyst types from USPTO. Predict which catalyst facilitates the given reaction. (1) Reactant: [ClH:1].[C:2]([C:4]1[CH:5]=[C:6]([NH:10][C:11]2[C:20]3[C:15](=[CH:16][C:17]([O:25]C(=O)C)=[C:18]([O:21]C(=O)C)[CH:19]=3)[N:14]=[CH:13][N:12]=2)[CH:7]=[CH:8][CH:9]=1)#[CH:3].N. Product: [ClH:1].[C:2]([C:4]1[CH:5]=[C:6]([NH:10][C:11]2[C:20]3[C:15](=[CH:16][C:17]([OH:25])=[C:18]([OH:21])[CH:19]=3)[N:14]=[CH:13][N:12]=2)[CH:7]=[CH:8][CH:9]=1)#[CH:3]. The catalyst class is: 5. (2) Product: [CH3:46][N:44]([CH2:43][C:41]1[CH:40]=[CH:39][C:38]2[O:33][CH2:34][CH2:35][N:36]([C:12]([C@H:11]([NH:15][C:16]([N:18]3[CH2:19][CH2:20][CH:21]([C:24]4[CH:29]=[CH:28][CH:27]=[CH:26][CH:25]=4)[CH2:22][CH2:23]3)=[O:17])[C@H:10]([C:3]3[C:4]4[C:9](=[CH:8][CH:7]=[CH:6][CH:5]=4)[NH:1][CH:2]=3)[CH3:30])=[O:13])[C:37]=2[CH:42]=1)[CH3:45]. Reactant: [NH:1]1[C:9]2[C:4](=[CH:5][CH:6]=[CH:7][CH:8]=2)[C:3]([C@H:10]([CH3:30])[C@@H:11]([NH:15][C:16]([N:18]2[CH2:23][CH2:22][CH:21]([C:24]3[CH:29]=[CH:28][CH:27]=[CH:26][CH:25]=3)[CH2:20][CH2:19]2)=[O:17])[C:12](O)=[O:13])=[CH:2]1.Cl.Cl.[O:33]1[C:38]2[CH:39]=[CH:40][C:41]([CH2:43][N:44]([CH3:46])[CH3:45])=[CH:42][C:37]=2[NH:36][CH2:35][CH2:34]1.F[P-](F)(F)(F)(F)F.N1(OC(N(C)C)=[N+](C)C)C2N=CC=CC=2N=N1.C(N(CC)C(C)C)(C)C.C(=O)([O-])O.[Na+]. The catalyst class is: 39.